Dataset: Forward reaction prediction with 1.9M reactions from USPTO patents (1976-2016). Task: Predict the product of the given reaction. Given the reactants [F:1][C:2]1[C:37]([F:38])=[CH:36][CH:35]=[CH:34][C:3]=1[CH2:4][S:5][C:6]1[N:11]=[C:10]([NH:12][S:13]([C:16]2[CH:25]=[C:24]3[C:19]([CH2:20][CH2:21][N:22](C(=O)C(F)(F)F)[CH2:23]3)=[CH:18][CH:17]=2)(=[O:15])=[O:14])[CH:9]=[C:8]([O:32][CH3:33])[N:7]=1.N, predict the reaction product. The product is: [F:1][C:2]1[C:37]([F:38])=[CH:36][CH:35]=[CH:34][C:3]=1[CH2:4][S:5][C:6]1[N:11]=[C:10]([NH:12][S:13]([C:16]2[CH:25]=[C:24]3[C:19]([CH2:20][CH2:21][NH:22][CH2:23]3)=[CH:18][CH:17]=2)(=[O:15])=[O:14])[CH:9]=[C:8]([O:32][CH3:33])[N:7]=1.